Dataset: Peptide-MHC class I binding affinity with 185,985 pairs from IEDB/IMGT. Task: Regression. Given a peptide amino acid sequence and an MHC pseudo amino acid sequence, predict their binding affinity value. This is MHC class I binding data. (1) The peptide sequence is ITPADEPMSF. The MHC is Mamu-A01 with pseudo-sequence Mamu-A01. The binding affinity (normalized) is 0.676. (2) The peptide sequence is YRSGIIAVV. The MHC is HLA-A29:02 with pseudo-sequence HLA-A29:02. The binding affinity (normalized) is 0.